Dataset: Reaction yield outcomes from USPTO patents with 853,638 reactions. Task: Predict the reaction yield, written as a fraction of the theoretical maximum amount of product (1.0 means a 100% yield; for example, 0.34 means a 34% yield). (1) The reactants are [CH:1]([NH:4]C(C)C)(C)[CH3:2].[Li]CCCC.[CH3:13][C:14]1([C:17]([O:19]C)=O)[CH2:16][CH2:15]1. The catalyst is C1COCC1. The product is [CH3:13][C:14]1([C:17](=[O:19])[CH2:2][C:1]#[N:4])[CH2:16][CH2:15]1. The yield is 0.890. (2) The reactants are [F:1][C:2]1[CH:3]=[C:4]([C:11]2[CH:16]=[CH:15][C:14]([C:17](=[O:26])[CH2:18][C:19]([CH3:25])([CH3:24])[C:20]([O:22][CH3:23])=[O:21])=[CH:13][CH:12]=2)[CH:5]=[CH:6][C:7]=1[NH:8]C=O.Cl. The catalyst is CO. The product is [NH2:8][C:7]1[CH:6]=[CH:5][C:4]([C:11]2[CH:12]=[CH:13][C:14]([C:17](=[O:26])[CH2:18][C:19]([CH3:24])([CH3:25])[C:20]([O:22][CH3:23])=[O:21])=[CH:15][CH:16]=2)=[CH:3][C:2]=1[F:1]. The yield is 0.890. (3) The reactants are Cl[C:2]1[N:7]=[CH:6][C:5]([C:8]([C:10]2[C:18]3[C:13](=[N:14][CH:15]=[CH:16][CH:17]=3)[NH:12][CH:11]=2)=[O:9])=[CH:4][CH:3]=1.[F:19][C:20]([F:30])([F:29])[C:21]1[CH:28]=[CH:27][C:24]([CH2:25][NH2:26])=[CH:23][CH:22]=1.O1CCCC1.C(P(C(C)(C)C)C1C=CC=CC=1C1C=CC=CC=1)(C)(C)C. The catalyst is C([O-])(=O)C.[Pd+2].C([O-])(=O)C.O. The product is [NH:12]1[C:13]2=[N:14][CH:15]=[CH:16][CH:17]=[C:18]2[C:10]([C:8]([C:5]2[CH:6]=[N:7][C:2]([NH:26][CH2:25][C:24]3[CH:23]=[CH:22][C:21]([C:20]([F:19])([F:29])[F:30])=[CH:28][CH:27]=3)=[CH:3][CH:4]=2)=[O:9])=[CH:11]1. The yield is 0.185. (4) The product is [CH3:1][O:3][C:4]([C:6]1[O:7][C:8]2[C:13]([CH2:14][C:15]=1[CH2:16][NH:27][C@H:22]([C:21]([O:20][CH3:19])=[O:28])[CH2:23][CH:24]([CH3:26])[CH3:25])=[C:12]([Cl:18])[CH:11]=[CH:10][CH:9]=2)=[O:5]. The reactants are [CH2:1]([O:3][C:4]([CH:6]1[C:15]([CH:16]=O)=[CH:14][C:13]2[C:8](=[CH:9][CH:10]=[CH:11][C:12]=2[Cl:18])[O:7]1)=[O:5])C.[CH3:19][O:20][C:21](=[O:28])[C@@H:22]([NH2:27])[CH2:23][CH:24]([CH3:26])[CH3:25].CCN(C(C)C)C(C)C.C([BH3-])#N.[Na+].C(O)(=O)C. The yield is 0.310. The catalyst is CO. (5) The catalyst is N1C=CC=CC=1. The reactants are [CH3:1][CH2:2][CH:3]([OH:6])[C:4]#[N:5].[NH2:7]O.[Cl:9][C:10]1[CH:11]=[C:12]([CH:16]=[CH:17][CH:18]=1)[C:13](Cl)=[O:14].C([O-])(O)=O.[Na+]. The product is [Cl:9][C:10]1[CH:11]=[C:12]([C:13]2[O:14][N:7]=[C:4]([CH:3]([OH:6])[CH2:2][CH3:1])[N:5]=2)[CH:16]=[CH:17][CH:18]=1. The yield is 0.440. (6) The reactants are [Cl:1][C:2]1[N:7]=[C:6](Cl)[C:5]([N+:9]([O-:11])=[O:10])=[CH:4][N:3]=1.CCN(C(C)C)C(C)C.[NH2:21][C:22]1[CH:23]=[C:24]([NH:28][C:29](=[O:35])[O:30][C:31]([CH3:34])([CH3:33])[CH3:32])[CH:25]=[CH:26][CH:27]=1. The catalyst is C1COCC1. The product is [Cl:1][C:2]1[N:7]=[C:6]([NH:21][C:22]2[CH:23]=[C:24]([NH:28][C:29](=[O:35])[O:30][C:31]([CH3:33])([CH3:32])[CH3:34])[CH:25]=[CH:26][CH:27]=2)[C:5]([N+:9]([O-:11])=[O:10])=[CH:4][N:3]=1. The yield is 0.990.